This data is from Full USPTO retrosynthesis dataset with 1.9M reactions from patents (1976-2016). The task is: Predict the reactants needed to synthesize the given product. (1) Given the product [OH:8][CH2:7][CH:5]([NH:6][C:36]([N:30]1[CH2:35][CH2:34][CH2:33][CH2:32][CH2:31]1)=[O:37])[C:4]([O:3][CH3:2])=[O:9], predict the reactants needed to synthesize it. The reactants are: Cl.[CH3:2][O:3][C:4](=[O:9])[C@H:5]([CH2:7][OH:8])[NH2:6].N1C=CN=C1.C([Si](C)(C)Cl)(C)(C)C.C(N(CC)CC)C.[N:30]1([C:36](Cl)=[O:37])[CH2:35][CH2:34][CH2:33][CH2:32][CH2:31]1. (2) Given the product [CH3:21][C:20]([CH3:23])([CH3:22])[CH2:19][C:17]1[N:18]=[C:14]([CH2:13][C:8]([C:5]2[CH:6]=[CH:7][C:2]([N:45]3[N:46]=[CH:47][CH:48]=[N:44]3)=[CH:3][CH:4]=2)([OH:43])[C:9]([F:12])([F:11])[F:10])[N:15]([C:24]([C:37]2[CH:42]=[CH:41][CH:40]=[CH:39][CH:38]=2)([C:31]2[CH:36]=[CH:35][CH:34]=[CH:33][CH:32]=2)[C:25]2[CH:30]=[CH:29][CH:28]=[CH:27][CH:26]=2)[CH:16]=1, predict the reactants needed to synthesize it. The reactants are: Br[C:2]1[CH:7]=[CH:6][C:5]([C:8]([OH:43])([CH2:13][C:14]2[N:15]([C:24]([C:37]3[CH:42]=[CH:41][CH:40]=[CH:39][CH:38]=3)([C:31]3[CH:36]=[CH:35][CH:34]=[CH:33][CH:32]=3)[C:25]3[CH:30]=[CH:29][CH:28]=[CH:27][CH:26]=3)[CH:16]=[C:17]([CH2:19][C:20]([CH3:23])([CH3:22])[CH3:21])[N:18]=2)[C:9]([F:12])([F:11])[F:10])=[CH:4][CH:3]=1.[NH:44]1[CH:48]=[CH:47][N:46]=[N:45]1.C(=O)([O-])[O-].[K+].[K+]. (3) Given the product [F:14][C:11]([F:12])([F:13])[C:8]1[CH:9]=[CH:10][C:2]2[NH:1][C:16](=[O:15])[O:5][C:4](=[O:6])[C:3]=2[CH:7]=1, predict the reactants needed to synthesize it. The reactants are: [NH2:1][C:2]1[CH:10]=[CH:9][C:8]([C:11]([F:14])([F:13])[F:12])=[CH:7][C:3]=1[C:4]([OH:6])=[O:5].[O:15]1CCOC[CH2:16]1. (4) Given the product [CH3:38][N:36]([CH3:37])[CH2:35][CH2:34][N:32]([CH3:33])[C:8]1[CH:9]=[C:10]([O:30][CH3:31])[C:11]([NH:13][C:14]2[N:19]=[C:18]([C:20]3[C:28]4[C:23](=[CH:24][CH:25]=[CH:26][CH:27]=4)[N:22]([CH3:29])[CH:21]=3)[CH:17]=[CH:16][N:15]=2)=[CH:12][C:7]=1[NH:6][C:4](=[O:5])[CH:3]=[CH2:2], predict the reactants needed to synthesize it. The reactants are: Cl[CH2:2][CH2:3][C:4]([NH:6][C:7]1[CH:12]=[C:11]([NH:13][C:14]2[N:19]=[C:18]([C:20]3[C:28]4[C:23](=[CH:24][CH:25]=[CH:26][CH:27]=4)[N:22]([CH3:29])[CH:21]=3)[CH:17]=[CH:16][N:15]=2)[C:10]([O:30][CH3:31])=[CH:9][C:8]=1[N:32]([CH2:34][CH2:35][N:36]([CH3:38])[CH3:37])[CH3:33])=[O:5].C(N(CC)CC)C.O. (5) Given the product [NH2:1][CH2:4][CH2:5][N:6]1[C:14]2[C:9](=[CH:10][CH:11]=[C:12]([CH2:15][O:16][CH:17]3[CH:22]([C:23]4[CH:28]=[CH:27][C:26]([O:29][CH2:30][CH2:31][CH2:32][O:33][CH2:34][C:35]5[CH:40]=[CH:39][CH:38]=[CH:37][C:36]=5[O:41][CH3:42])=[CH:25][CH:24]=4)[CH2:21][CH2:20][N:19]([C:43]([O:45][C:46]([CH3:49])([CH3:48])[CH3:47])=[O:44])[CH2:18]3)[CH:13]=2)[C:8]([CH3:51])([CH3:50])[CH2:7]1, predict the reactants needed to synthesize it. The reactants are: [N:1]([CH2:4][CH2:5][N:6]1[C:14]2[C:9](=[CH:10][CH:11]=[C:12]([CH2:15][O:16][CH:17]3[CH:22]([C:23]4[CH:28]=[CH:27][C:26]([O:29][CH2:30][CH2:31][CH2:32][O:33][CH2:34][C:35]5[CH:40]=[CH:39][CH:38]=[CH:37][C:36]=5[O:41][CH3:42])=[CH:25][CH:24]=4)[CH2:21][CH2:20][N:19]([C:43]([O:45][C:46]([CH3:49])([CH3:48])[CH3:47])=[O:44])[CH2:18]3)[CH:13]=2)[C:8]([CH3:51])([CH3:50])[CH2:7]1)=[N+]=[N-].N.C1(P(C2C=CC=CC=2)C2C=CC=CC=2)C=CC=CC=1. (6) Given the product [CH2:1]([O:8][C:9](=[O:10])[NH:11][C@H:12]([C:17](=[O:19])[NH:72][C@@H:64]([CH2:65][C:66]1[CH:67]=[CH:68][CH:69]=[CH:70][CH:71]=1)[C@@H:63]([OH:73])[C@H:62]([C:61](=[O:86])[NH:60][C@H:56]([C:54](=[O:55])[NH:53][CH2:52][C:51]1[CH:87]=[CH:88][C:89]([O:91][CH3:92])=[CH:90][C:50]=1[OH:49])[CH:57]([CH3:58])[CH3:59])[NH:74][CH2:75][C:76]1[C:85]2[C:80](=[CH:81][CH:82]=[CH:83][CH:84]=2)[CH:79]=[CH:78][CH:77]=1)[C:13]([CH3:14])([CH3:15])[CH3:16])[C:2]1[CH:3]=[CH:4][CH:5]=[CH:6][CH:7]=1, predict the reactants needed to synthesize it. The reactants are: [CH2:1]([O:8][C:9]([NH:11][C@H:12]([C:17]([OH:19])=O)[C:13]([CH3:16])([CH3:15])[CH3:14])=[O:10])[C:2]1[CH:7]=[CH:6][CH:5]=[CH:4][CH:3]=1.C(N(C(C)C)CC)(C)C.[B-](F)(F)(F)F.CN(C(ON1C(=O)C=CC=C1)=[N+](C)C)C.[OH:49][C:50]1[CH:90]=[C:89]([O:91][CH3:92])[CH:88]=[CH:87][C:51]=1[CH2:52][NH:53][C:54]([C@@H:56]([NH:60][C:61](=[O:86])[C@H:62]([NH:74][CH2:75][C:76]1[C:85]2[C:80](=[CH:81][CH:82]=[CH:83][CH:84]=2)[CH:79]=[CH:78][CH:77]=1)[C@H:63]([OH:73])[C@@H:64]([NH2:72])[CH2:65][C:66]1[CH:71]=[CH:70][CH:69]=[CH:68][CH:67]=1)[CH:57]([CH3:59])[CH3:58])=[O:55].